This data is from Full USPTO retrosynthesis dataset with 1.9M reactions from patents (1976-2016). The task is: Predict the reactants needed to synthesize the given product. (1) Given the product [Cl:31][C:26]1[CH:27]=[CH:23][C:22]2[O:18][C:16]([CH2:15][N:14]([CH3:19])[C:12](=[O:13])[CH2:11][N:7]3[C:6]4[CH:20]=[C:2]([Cl:1])[CH:3]=[CH:4][C:5]=4[S:9][C:8]3=[O:10])=[N:33][C:21]=2[CH:25]=1, predict the reactants needed to synthesize it. The reactants are: [Cl:1][C:2]1[CH:3]=[CH:4][C:5]2[S:9][C:8](=[O:10])[N:7]([CH2:11][C:12]([N:14]([CH3:19])[CH2:15][C:16]([OH:18])=O)=[O:13])[C:6]=2[CH:20]=1.[CH2:21]1[CH2:25]O[CH2:23][CH2:22]1.[C:26]([Cl:31])(=O)[C:27](Cl)=O.C[N:33](C=O)C. (2) The reactants are: [C:1]1([CH3:32])[CH:6]=[CH:5][C:4]([N:7]2[C:11]([NH2:12])=[CH:10][C:9]([C:13]3[CH:18]=[CH:17][C:16]([NH:19][S:20]([C:23]4[CH:28]=[CH:27][C:26]([N+:29]([O-])=O)=[CH:25][CH:24]=4)(=[O:22])=[O:21])=[CH:15][CH:14]=3)=[N:8]2)=[CH:3][CH:2]=1.[H][H]. Given the product [C:1]1([CH3:32])[CH:2]=[CH:3][C:4]([N:7]2[C:11]([NH2:12])=[CH:10][C:9]([C:13]3[CH:14]=[CH:15][C:16]([NH:19][S:20]([C:23]4[CH:28]=[CH:27][C:26]([NH2:29])=[CH:25][CH:24]=4)(=[O:21])=[O:22])=[CH:17][CH:18]=3)=[N:8]2)=[CH:5][CH:6]=1, predict the reactants needed to synthesize it. (3) The reactants are: [OH:1][C:2]1[CH:3]=[CH:4][C:5]2[O:9][CH:8]=[C:7]([C:10]([C:12]3[CH:17]=[CH:16][CH:15]=[CH:14][CH:13]=3)=[O:11])[C:6]=2[CH:18]=1.CC(OI1(OC(C)=O)(OC(C)=O)OC(=O)C2C=CC=CC1=2)=[O:21].C(Cl)(Cl)Cl.CO. Given the product [C:10]([C:7]1[C:6]2[C:18](=[O:21])[C:2](=[O:1])[CH:3]=[CH:4][C:5]=2[O:9][CH:8]=1)(=[O:11])[C:12]1[CH:17]=[CH:16][CH:15]=[CH:14][CH:13]=1, predict the reactants needed to synthesize it. (4) Given the product [F:31][C:30]([F:33])([F:32])[S:27]([O:12][C:4]1[CH:5]=[N:6][C:7]([O:8][CH:9]([CH3:10])[CH3:11])=[C:2]([Cl:1])[CH:3]=1)(=[O:29])=[O:28], predict the reactants needed to synthesize it. The reactants are: [Cl:1][C:2]1[CH:3]=[C:4]([OH:12])[CH:5]=[N:6][C:7]=1[O:8][CH:9]([CH3:11])[CH3:10].C(N(CC)CC)C.C1C=CC(N([S:27]([C:30]([F:33])([F:32])[F:31])(=[O:29])=[O:28])[S:27]([C:30]([F:33])([F:32])[F:31])(=[O:29])=[O:28])=CC=1. (5) Given the product [Cl:15][C:16]1[CH:21]=[C:20]([O:4][CH2:3][C:2]([F:6])([F:5])[F:1])[C:19]([CH3:23])=[CH:18][C:17]=1[N+:24]([O-:26])=[O:25], predict the reactants needed to synthesize it. The reactants are: [F:1][C:2]([F:6])([F:5])[CH2:3][O-:4].[Na+].[Na].FC(F)(F)CO.[Cl:15][C:16]1[CH:21]=[C:20](F)[C:19]([CH3:23])=[CH:18][C:17]=1[N+:24]([O-:26])=[O:25].C(O)(=O)CC(CC(O)=O)(C(O)=O)O.[H-].[Na+]. (6) Given the product [O:16]=[S:2]1(=[O:1])[CH2:6][CH2:5][CH2:4][N:3]1[C:7]1[CH:8]=[CH:9][C:10]([C:11]([N:29]2[CH2:30][CH2:31][N:26]([C:19]3[C:20]([CH3:25])=[CH:21][C:22]([CH3:24])=[CH:23][C:18]=3[CH3:17])[CH2:27][CH2:28]2)=[O:13])=[CH:14][CH:15]=1, predict the reactants needed to synthesize it. The reactants are: [O:1]=[S:2]1(=[O:16])[CH2:6][CH2:5][CH2:4][N:3]1[C:7]1[CH:15]=[CH:14][C:10]([C:11]([OH:13])=O)=[CH:9][CH:8]=1.[CH3:17][C:18]1[CH:23]=[C:22]([CH3:24])[CH:21]=[C:20]([CH3:25])[C:19]=1[N:26]1[CH2:31][CH2:30][NH:29][CH2:28][CH2:27]1. (7) The reactants are: [CH3:1][O:2][C:3]([N:5]1[C@@H:13]2[C@@H:8]([C@@:9]([OH:23])([C:14]#[C:15][C:16]3[CH:17]=[C:18]([CH3:22])[CH:19]=[CH:20][CH:21]=3)[CH2:10][CH2:11][CH2:12]2)[CH2:7][CH2:6]1)=[O:4].[F:24][C:25]([F:37])([F:36])[C:26]1[CH:27]=[C:28]([CH2:32][C:33](O)=[O:34])[CH:29]=[CH:30][CH:31]=1. Given the product [C:18]1([CH3:22])[CH:19]=[CH:20][CH:21]=[C:16]([C:15]#[C:14][C@:9]2([O:23][C:33](=[O:34])[CH2:32][C:28]3[CH:29]=[CH:30][CH:31]=[C:26]([C:25]([F:36])([F:24])[F:37])[CH:27]=3)[CH2:10][CH2:11][CH2:12][C@@H:13]3[C@H:8]2[CH2:7][CH2:6][N:5]3[C:3]([O:2][CH3:1])=[O:4])[CH:17]=1, predict the reactants needed to synthesize it.